Dataset: Forward reaction prediction with 1.9M reactions from USPTO patents (1976-2016). Task: Predict the product of the given reaction. (1) Given the reactants [F:1][CH:2]1[CH:7]([CH2:8][O:9]S(C)(=O)=O)[CH2:6][CH2:5][N:4]([C:14]([O:16][C:17]([CH3:20])([CH3:19])[CH3:18])=[O:15])[CH2:3]1.N[CH:22]1[N:27](O)[CH:26]=[CH:25][CH:24]=[N:23]1.C([O-])([O-])=O.[Cs+].[Cs+].C(Cl)Cl.C[N:39](C=O)C, predict the reaction product. The product is: [NH2:39][C:24]1[C:25]([O:9][CH2:8][C@@H:7]2[CH2:6][CH2:5][N:4]([C:14]([O:16][C:17]([CH3:20])([CH3:19])[CH3:18])=[O:15])[CH2:3][C@H:2]2[F:1])=[CH:26][N:27]=[CH:22][N:23]=1. (2) Given the reactants [OH:1][C:2]1[C:11]2[C:6](=[CH:7][CH:8]=[CH:9][CH:10]=2)[N:5]([NH:12][CH2:13][CH2:14][CH3:15])[C:4](=[O:16])[C:3]=1[C:17]1[NH:22][C:21]2[CH:23]=[CH:24][C:25]([OH:27])=[CH:26][C:20]=2[S:19](=[O:29])(=[O:28])[N:18]=1.C(=O)([O-])[O-].[Cs+].[Cs+].Br[CH2:37][C:38]([NH2:40])=[O:39], predict the reaction product. The product is: [OH:1][C:2]1[C:11]2[C:6](=[CH:7][CH:8]=[CH:9][CH:10]=2)[N:5]([NH:12][CH2:13][CH2:14][CH3:15])[C:4](=[O:16])[C:3]=1[C:17]1[NH:22][C:21]2[CH:23]=[CH:24][C:25]([O:27][CH2:37][C:38]([NH2:40])=[O:39])=[CH:26][C:20]=2[S:19](=[O:28])(=[O:29])[N:18]=1. (3) The product is: [C:40]([O:39][C:37]([NH:36][C@@H:15]1[C:14](=[O:44])[N:13]2[CH2:45][C@@H:10]([OH:9])[CH2:11][C@H:12]2[C:26](=[O:27])[NH:25][C@:24]2([C:29]([O:31][CH2:32][CH3:33])=[O:30])[CH2:28][C@H:23]2[CH2:22][C:21]([F:34])([F:35])[CH2:20][CH2:19][CH2:18][CH2:17][CH2:16]1)=[O:38])([CH3:42])([CH3:41])[CH3:43]. Given the reactants C([O:9][C@@H:10]1[CH2:45][N:13]2[C:14](=[O:44])[C@@H:15]([NH:36][C:37]([O:39][C:40]([CH3:43])([CH3:42])[CH3:41])=[O:38])[CH2:16][CH2:17][CH2:18][CH2:19][CH2:20][C:21]([F:35])([F:34])[CH2:22][C@@H:23]3[CH2:28][C@@:24]3([C:29]([O:31][CH2:32][CH3:33])=[O:30])[NH:25][C:26](=[O:27])[C@@H:12]2[CH2:11]1)(=O)C1C=CC=CC=1.[OH-].[K+], predict the reaction product. (4) Given the reactants [CH:1]1([N:4]([CH2:12][C:13]2[CH:14]=[C:15]([CH2:23][O:24][Si](C(C)(C)C)(C)C)[CH:16]=[C:17]3[C:22]=2[N:21]=[CH:20][CH:19]=[CH:18]3)[C:5](=[O:11])[O:6][C:7]([CH3:10])([CH3:9])[CH3:8])[CH2:3][CH2:2]1.CCCC[N+](CCCC)(CCCC)CCCC.[F-], predict the reaction product. The product is: [CH:1]1([N:4]([CH2:12][C:13]2[CH:14]=[C:15]([CH2:23][OH:24])[CH:16]=[C:17]3[C:22]=2[N:21]=[CH:20][CH:19]=[CH:18]3)[C:5](=[O:11])[O:6][C:7]([CH3:9])([CH3:10])[CH3:8])[CH2:2][CH2:3]1. (5) Given the reactants [C:1]([C:3]1[C:7]([CH3:8])=[C:6]([CH3:9])[S:5][C:4]=1[NH:10][C:11]([NH:13]C(=O)C1C=CC=CC=1)=[O:12])#[N:2].[OH-].[Na+], predict the reaction product. The product is: [NH2:2][C:1]1[C:3]2[C:7]([CH3:8])=[C:6]([CH3:9])[S:5][C:4]=2[NH:10][C:11](=[O:12])[N:13]=1.